This data is from Reaction yield outcomes from USPTO patents with 853,638 reactions. The task is: Predict the reaction yield, written as a fraction of the theoretical maximum amount of product (1.0 means a 100% yield; for example, 0.34 means a 34% yield). (1) The reactants are Cl.[CH3:2][CH:3]([O:5][C:6]1[CH:13]=[CH:12][C:11]([CH:14]2[N:18](C3C=CC=C4C=3CCNC4)[N:17]=[CH:16][S:15]2)=[CH:10][C:7]=1[C:8]#[N:9])[CH3:4].[C:29](=[O:32])([O-])[O-].[K+].[K+].I[CH2:36][CH2:37][CH2:38]O.C(O[CH2:44][CH3:45])(=O)C. The catalyst is CN(C=O)C.O. The product is [OH:32][CH2:29][CH2:7][CH2:8][N:9]1[CH2:44][CH2:45][C:38]2[C:37](=[CH:10][CH:11]=[CH:12][C:13]=2[C:16]2[S:15][C:14]([C:11]3[CH:12]=[CH:13][C:6]([O:5][CH:3]([CH3:2])[CH3:4])=[C:7]([CH:10]=3)[C:8]#[N:9])=[N:18][N:17]=2)[CH2:36]1. The yield is 0.170. (2) The reactants are [N+:1]([C:4]1[O:8][C:7]([C:9](Cl)=[O:10])=[CH:6][CH:5]=1)([O-:3])=[O:2].[NH2:12][C:13]1[S:14][C:15]2[CH:21]=[CH:20][CH:19]=[C:18]([O:22][CH3:23])[C:16]=2[N:17]=1.N1C=CC=CC=1. The catalyst is C(Cl)Cl. The product is [CH3:23][O:22][C:18]1[C:16]2[N:17]=[C:13]([NH:12][C:9]([C:7]3[O:8][C:4]([N+:1]([O-:3])=[O:2])=[CH:5][CH:6]=3)=[O:10])[S:14][C:15]=2[CH:21]=[CH:20][CH:19]=1. The yield is 0.290. (3) The reactants are [NH:1]1[CH2:4][CH:3]([C:5]2[C:6]([O:26][CH3:27])=[C:7]([CH:13]([N:15]3[C:19]4=[N:20][CH:21]=[N:22][C:23]([NH2:24])=[C:18]4[C:17]([Br:25])=[N:16]3)[CH3:14])[CH:8]=[C:9]([Cl:12])[C:10]=2[CH3:11])[CH2:2]1.[CH2:28]([N:30](CC)CC)[CH3:29].BrCC#N. The catalyst is C(#N)C.CN(C=O)C. The product is [NH2:24][C:23]1[N:22]=[CH:21][N:20]=[C:19]2[N:15]([CH:13]([C:7]3[C:6]([O:26][CH3:27])=[C:5]([CH:3]4[CH2:4][N:1]([CH2:29][C:28]#[N:30])[CH2:2]4)[C:10]([CH3:11])=[C:9]([Cl:12])[CH:8]=3)[CH3:14])[N:16]=[C:17]([Br:25])[C:18]=12. The yield is 0.300. (4) The yield is 0.120. The reactants are [NH2:1][C:2]1[CH:17]=[CH:16][C:15]([F:18])=[CH:14][C:3]=1[C:4]([NH:6][C:7]1[CH:12]=[CH:11][CH:10]=[CH:9][C:8]=1[Cl:13])=[O:5].[Cl:19][CH2:20][C:21](Cl)=O. The product is [Cl:19][CH2:20][C:21]1[N:6]([C:7]2[CH:12]=[CH:11][CH:10]=[CH:9][C:8]=2[Cl:13])[C:4](=[O:5])[C:3]2[C:2](=[CH:17][CH:16]=[C:15]([F:18])[CH:14]=2)[N:1]=1. The catalyst is C(O)(=O)C. (5) The reactants are [CH2:1]([C:3]1[C:7]([N+:8]([O-:10])=[O:9])=[C:6]([C:11]([NH2:13])=[O:12])[NH:5][N:4]=1)[CH3:2].C(=O)([O-])[O-].[Na+].[Na+].[I-].[Na+].[CH3:22][O:23][CH2:24][CH2:25]Br. The catalyst is CC(CC)=O.O. The product is [CH2:1]([C:3]1[N:4]([CH2:25][CH2:24][O:23][CH3:22])[N:5]=[C:6]([C:11]([NH2:13])=[O:12])[C:7]=1[N+:8]([O-:10])=[O:9])[CH3:2]. The yield is 0.740.